Dataset: Forward reaction prediction with 1.9M reactions from USPTO patents (1976-2016). Task: Predict the product of the given reaction. (1) Given the reactants [C:1]([NH:8][C:9]1[CH:13]=[C:12]([C:14]([CH3:17])([CH3:16])[CH3:15])[S:11][C:10]=1[C:18]([O:20]C)=[O:19])([O:3][C:4]([CH3:7])([CH3:6])[CH3:5])=[O:2].C1COCC1.CO.[OH-].[Na+], predict the reaction product. The product is: [C:1]([NH:8][C:9]1[CH:13]=[C:12]([C:14]([CH3:17])([CH3:16])[CH3:15])[S:11][C:10]=1[C:18]([OH:20])=[O:19])([O:3][C:4]([CH3:7])([CH3:6])[CH3:5])=[O:2]. (2) Given the reactants [CH2:1]([OH:23])[C@H:2]1[O:7][C@H:6]([O:8][C@H:9]2[O:14][C@H:13]([CH2:15][OH:16])[C@@H:12]([OH:17])[C@H:11]([OH:18])[C@H:10]2[OH:19])[C@H:5]([OH:20])[C@@H:4]([OH:21])[C@@H:3]1[OH:22].O.O.[NH2:26][CH2:27][C:28]([OH:30])=[O:29], predict the reaction product. The product is: [CH2:15]([OH:16])[C@H:13]1[O:14][C@H:9]([O:8][C@H:6]2[O:7][C@H:2]([CH2:1][OH:23])[C@@H:3]([OH:22])[C@H:4]([OH:21])[C@H:5]2[OH:20])[C@H:10]([OH:19])[C@@H:11]([OH:18])[C@@H:12]1[OH:17].[NH2:26][CH2:27][C:28]([OH:30])=[O:29].